This data is from Full USPTO retrosynthesis dataset with 1.9M reactions from patents (1976-2016). The task is: Predict the reactants needed to synthesize the given product. Given the product [Cl:2][C:1]([Cl:5])=[C:34]([C:29]1[CH:30]=[C:31]([O:32][CH3:33])[C:26]([Cl:25])=[CH:27][C:28]=1[F:41])[C:35]([O:37][CH2:38][CH3:39])=[O:36], predict the reactants needed to synthesize it. The reactants are: [C:1]([Cl:5])(Cl)(Cl)[Cl:2].C1(P(C2C=CC=CC=2)C2C=CC=CC=2)C=CC=CC=1.[Cl:25][C:26]1[C:31]([O:32][CH3:33])=[CH:30][C:29]([C:34](=O)[C:35]([O:37][CH2:38][CH3:39])=[O:36])=[C:28]([F:41])[CH:27]=1.